Dataset: Catalyst prediction with 721,799 reactions and 888 catalyst types from USPTO. Task: Predict which catalyst facilitates the given reaction. (1) Reactant: [CH2:1]([O:3][CH2:4][CH2:5][CH2:6][NH:7][C:8](=[O:26])[CH:9]([NH:14][C:15]1[CH:20]=[C:19]([CH2:21][CH2:22][CH2:23][CH3:24])[N:18]=[C:17](Cl)[N:16]=1)[CH2:10][CH:11]([CH3:13])[CH3:12])[CH3:2].Cl.Cl.[O:29]1[C:33]2[CH:34]=[CH:35][C:36]([N:38]3[CH2:43][CH2:42][NH:41][CH2:40][CH2:39]3)=[CH:37][C:32]=2[O:31][CH2:30]1.C(N(CC)C(C)C)(C)C. Product: [CH2:1]([O:3][CH2:4][CH2:5][CH2:6][NH:7][C:8](=[O:26])[CH:9]([NH:14][C:15]1[CH:20]=[C:19]([CH2:21][CH2:22][CH2:23][CH3:24])[N:18]=[C:17]([N:41]2[CH2:42][CH2:43][N:38]([C:36]3[CH:35]=[CH:34][C:33]4[O:29][CH2:30][O:31][C:32]=4[CH:37]=3)[CH2:39][CH2:40]2)[N:16]=1)[CH2:10][CH:11]([CH3:13])[CH3:12])[CH3:2]. The catalyst class is: 148. (2) Reactant: [ClH:1].[C:2]1([CH2:8][CH2:9][C:10]2[N:11]=[C:12]([CH:15]3[CH2:20][CH2:19][N:18](C(OC(C)(C)C)=O)[CH2:17][CH2:16]3)[S:13][CH:14]=2)[CH:7]=[CH:6][CH:5]=[CH:4][CH:3]=1. Product: [ClH:1].[C:2]1([CH2:8][CH2:9][C:10]2[N:11]=[C:12]([CH:15]3[CH2:20][CH2:19][NH:18][CH2:17][CH2:16]3)[S:13][CH:14]=2)[CH:7]=[CH:6][CH:5]=[CH:4][CH:3]=1. The catalyst class is: 27. (3) Reactant: [H-].[Na+].[CH3:3][NH:4][C:5](=[O:9])[CH2:6][C:7]#[N:8].NCC[C:13]1[N:21]=[C:20]([Cl:22])[CH:19]=[CH:18][C:14]=1[C:15](F)=[O:16].[C:23](O)(=O)[CH3:24].C[N:28](C)C=O. Product: [NH2:8][C:7]1[N:28]([CH2:23][CH3:24])[C:13]2[C:14]([C:15](=[O:16])[C:6]=1[C:5]([NH:4][CH3:3])=[O:9])=[CH:18][CH:19]=[C:20]([Cl:22])[N:21]=2. The catalyst class is: 6. (4) Reactant: [C:1]([O-:4])([OH:3])=O.[Na+].[CH2:6]([O:9][C:10]([C@H:12]1[CH2:17][CH2:16][C@H:15]([CH:18]([NH:21][C:22]([O:24][C:25]([CH3:28])([CH3:27])[CH3:26])=[O:23])CO)[CH2:14][CH2:13]1)=[O:11])[CH2:7][CH3:8].[K+].[Br-].CC1(C)N([O])C(C)(C)CCC1. Product: [CH2:6]([O:9][C:10]([CH:12]1[CH2:17][CH2:16][CH:15]([CH:18]([NH:21][C:22]([O:24][C:25]([CH3:26])([CH3:28])[CH3:27])=[O:23])[C:1]([OH:4])=[O:3])[CH2:14][CH2:13]1)=[O:11])[CH2:7][CH3:8]. The catalyst class is: 21.